This data is from Full USPTO retrosynthesis dataset with 1.9M reactions from patents (1976-2016). The task is: Predict the reactants needed to synthesize the given product. (1) Given the product [F:1][C:2]1[CH:3]=[C:4]([N:12]2[C:16]([C:17]3[CH:18]=[CH:19][C:20]([C:23]4[O:24][CH:25]=[CH:26][CH:27]=4)=[CH:21][CH:22]=3)=[CH:15][C:14]([CH2:28][OH:29])=[N:13]2)[CH:5]=[CH:6][C:7]=1[S:8]([CH3:11])(=[O:9])=[O:10], predict the reactants needed to synthesize it. The reactants are: [F:1][C:2]1[CH:3]=[C:4]([N:12]2[C:16]([C:17]3[CH:22]=[CH:21][C:20]([C:23]4[O:24][CH:25]=[CH:26][CH:27]=4)=[CH:19][CH:18]=3)=[CH:15][C:14]([C:28](O)=[O:29])=[N:13]2)[CH:5]=[CH:6][C:7]=1[S:8]([CH3:11])(=[O:10])=[O:9].O.C(OCC)(=O)C. (2) Given the product [Si:1]([O:8][CH2:9][C@@H:10]1[O:14][C:13](=[O:15])[N:12]([C:16]2[CH:21]=[CH:20][C:19]([C:29]3[CH:28]=[CH:27][C:26]([N:34]4[CH2:38][C@H:37]([CH2:39][N:40]5[CH:44]=[C:43]([CH3:45])[N:42]=[N:41]5)[O:36][C:35]4=[O:46])=[CH:25][C:24]=3[F:23])=[CH:18][CH:17]=2)[CH2:11]1)([C:4]([CH3:7])([CH3:6])[CH3:5])([CH3:3])[CH3:2], predict the reactants needed to synthesize it. The reactants are: [Si:1]([O:8][CH2:9][C@@H:10]1[O:14][C:13](=[O:15])[N:12]([C:16]2[CH:21]=[CH:20][C:19](I)=[CH:18][CH:17]=2)[CH2:11]1)([C:4]([CH3:7])([CH3:6])[CH3:5])([CH3:3])[CH3:2].[F:23][C:24]1[CH:25]=[C:26]([N:34]2[CH2:38][C@H:37]([CH2:39][N:40]3[CH:44]=[C:43]([CH3:45])[N:42]=[N:41]3)[O:36][C:35]2=[O:46])[CH:27]=[CH:28][C:29]=1[Sn](C)(C)C. (3) Given the product [F:19][C:20]1[CH:25]=[CH:24][C:23]([OH:29])=[C:22]([C:2]2[CH:17]=[CH:16][C:5]([C:6]([O:8][CH2:9][C:10]3[CH:15]=[CH:14][CH:13]=[CH:12][CH:11]=3)=[O:7])=[C:4]([CH3:18])[CH:3]=2)[CH:21]=1, predict the reactants needed to synthesize it. The reactants are: Br[C:2]1[CH:17]=[CH:16][C:5]([C:6]([O:8][CH2:9][C:10]2[CH:15]=[CH:14][CH:13]=[CH:12][CH:11]=2)=[O:7])=[C:4]([CH3:18])[CH:3]=1.[F:19][C:20]1[CH:21]=[CH:22][C:23]([OH:29])=[C:24](B(O)O)[CH:25]=1. (4) Given the product [CH3:1][N:2]1[CH2:15][CH2:14][C:5]2[N:6](/[CH:32]=[C:33](/[C:41]3[CH:17]=[N:16][C:23]([CH3:22])=[CH:42][N:40]=3)\[CH3:38])[C:7]3[CH:8]=[CH:9][C:10]([CH3:13])=[CH:11][C:12]=3[C:4]=2[CH2:3]1, predict the reactants needed to synthesize it. The reactants are: [CH3:1][N:2]1[CH2:15][CH2:14][C:5]2[NH:6][C:7]3[CH:8]=[CH:9][C:10]([CH3:13])=[CH:11][C:12]=3[C:4]=2[CH2:3]1.[NH:16]1[CH2:23][CH2:22]C[C@H:17]1C(O)=O.[O-]P([O-])([O-])=O.[K+].[K+].[K+].[CH3:32][C:33]1N=CC=N[CH:38]=1.C[N:40]([CH:42]=O)[CH3:41]. (5) Given the product [CH3:1][C:2]1[C:3]([CH2:15][O:16][C:17]2[CH:22]=[CH:21][C:20]([C:23]3[C:27]([I:35])=[C:26]([CH3:28])[N:25]([CH3:29])[N:24]=3)=[CH:19][C:18]=2[CH3:30])=[C:4]([N:8]2[C:12](=[O:13])[N:11]([CH3:14])[N:10]=[N:9]2)[CH:5]=[CH:6][CH:7]=1, predict the reactants needed to synthesize it. The reactants are: [CH3:1][C:2]1[C:3]([CH2:15][O:16][C:17]2[CH:22]=[CH:21][C:20]([C:23]3[CH:27]=[C:26]([CH3:28])[N:25]([CH3:29])[N:24]=3)=[CH:19][C:18]=2[CH3:30])=[C:4]([N:8]2[C:12](=[O:13])[N:11]([CH3:14])[N:10]=[N:9]2)[CH:5]=[CH:6][CH:7]=1.C(Cl)(Cl)Cl.[I:35]N1C(=O)CCC1=O. (6) Given the product [NH:3]1[CH2:4][CH2:33][CH:30]([O:32][C:37]2[CH:36]=[C:35]([NH2:28])[CH:40]=[CH:39][CH:38]=2)[CH2:31][CH2:2]1, predict the reactants needed to synthesize it. The reactants are: Br[CH:2]1CCC[CH2:4][N:3]1OC1C=CC=CC=1.C(=[NH:28])(C1C=CC=CC=1)C1C=CC=CC=1.C[C:30]([CH3:33])([O-:32])[CH3:31].[Na+].[C:35]1(C)[CH:40]=[CH:39][CH:38]=[CH:37][CH:36]=1. (7) Given the product [OH:1][B:2]1[C:6]2[CH:7]=[C:8]([OH:15])[CH:9]=[C:10]([O:11][CH:12]([CH3:14])[CH3:13])[C:5]=2[CH:4]([CH2:22][C:23]([OH:25])=[O:24])[O:3]1, predict the reactants needed to synthesize it. The reactants are: [OH:1][B:2]1[C:6]2[CH:7]=[C:8]([O:15]C3CCCCO3)[CH:9]=[C:10]([O:11][CH:12]([CH3:14])[CH3:13])[C:5]=2[CH:4]([CH2:22][C:23]([O:25]CC)=[O:24])[O:3]1.[OH-].[Li+].Cl.